Task: Predict the reactants needed to synthesize the given product.. Dataset: Full USPTO retrosynthesis dataset with 1.9M reactions from patents (1976-2016) (1) Given the product [CH3:12][O:11][C:9]1[CH:8]=[CH:7][C:3]([C:4]([OH:6])=[O:5])=[C:2]([N:20]2[N:21]=[CH:22][CH:23]=[N:19]2)[CH:10]=1, predict the reactants needed to synthesize it. The reactants are: Br[C:2]1[CH:10]=[C:9]([O:11][CH3:12])[CH:8]=[CH:7][C:3]=1[C:4]([OH:6])=[O:5].C([O-])([O-])=O.[Cs+].[Cs+].[N:19]1[NH:20][N:21]=[CH:22][CH:23]=1.CN[C@@H]1CCCC[C@H]1NC. (2) Given the product [CH3:38][O:37][C:34]1[CH:35]=[C:36]2[C:31](=[CH:32][C:33]=1[O:39][CH3:40])[N:30]=[CH:29][N:28]=[C:27]2[O:24][C:20]1[C:19]([F:25])=[C:18]([CH:23]=[CH:22][CH:21]=1)[NH2:17], predict the reactants needed to synthesize it. The reactants are: C(=O)([O-])[O-].[Cs+].[Cs+].C1COCC1.CN(C=O)C.[NH2:17][C:18]1[C:19]([F:25])=[C:20]([OH:24])[CH:21]=[CH:22][CH:23]=1.Cl[C:27]1[C:36]2[C:31](=[CH:32][C:33]([O:39][CH3:40])=[C:34]([O:37][CH3:38])[CH:35]=2)[N:30]=[CH:29][N:28]=1.